Dataset: Catalyst prediction with 721,799 reactions and 888 catalyst types from USPTO. Task: Predict which catalyst facilitates the given reaction. Reactant: [CH:1]([Mg]Br)([CH3:3])[CH3:2].[Cl:6][C:7]1[CH:22]=[C:21]([Cl:23])[C:20]([O:24][CH2:25][C:26]2[CH:31]=[CH:30][C:29]([O:32][CH3:33])=[CH:28][CH:27]=2)=[CH:19][C:8]=1[O:9][C:10]1[N:14]([CH3:15])[N:13]=[C:12]([CH3:16])[C:11]=1[CH:17]=[O:18].[Cl-].[NH4+]. Product: [Cl:6][C:7]1[CH:22]=[C:21]([Cl:23])[C:20]([O:24][CH2:25][C:26]2[CH:27]=[CH:28][C:29]([O:32][CH3:33])=[CH:30][CH:31]=2)=[CH:19][C:8]=1[O:9][C:10]1[N:14]([CH3:15])[N:13]=[C:12]([CH3:16])[C:11]=1[CH:17]([OH:18])[CH:1]([CH3:3])[CH3:2]. The catalyst class is: 7.